This data is from Reaction yield outcomes from USPTO patents with 853,638 reactions. The task is: Predict the reaction yield, written as a fraction of the theoretical maximum amount of product (1.0 means a 100% yield; for example, 0.34 means a 34% yield). (1) The reactants are [F:1][C:2]1[C:3](=[O:18])[N:4]([CH3:17])[CH:5]=[C:6](B2OC(C)(C)C(C)(C)O2)[CH:7]=1.Br[C:20]1[CH:34]=[C:33]([S:35]([CH2:38][CH3:39])(=[O:37])=[O:36])[CH:32]=[CH:31][C:21]=1[O:22][C:23]1[CH:28]=[CH:27][C:26]([F:29])=[CH:25][C:24]=1[F:30]. The catalyst is O1CCOCC1.C(=O)(O)[O-].C1C=CC(P(C2C=CC=CC=2)[C-]2C=CC=C2)=CC=1.C1C=CC(P(C2C=CC=CC=2)[C-]2C=CC=C2)=CC=1.Cl[Pd]Cl.[Fe+2]. The product is [F:30][C:24]1[CH:25]=[C:26]([F:29])[CH:27]=[CH:28][C:23]=1[O:22][C:21]1[CH:31]=[CH:32][C:33]([S:35]([CH2:38][CH3:39])(=[O:37])=[O:36])=[CH:34][C:20]=1[C:6]1[CH:7]=[C:2]([F:1])[C:3](=[O:18])[N:4]([CH3:17])[CH:5]=1. The yield is 0.270. (2) The reactants are [Cl:1][C:2]1[CH:18]=[CH:17][C:5]2[CH2:6][CH2:7][N:8]([C:11](=[O:16])[C:12]([F:15])([F:14])[F:13])[CH2:9][CH2:10][C:4]=2[C:3]=1OS(C(F)(F)F)(=O)=O.[CH3:27][C:28]1([CH3:43])[CH2:33][CH2:32][CH2:31][CH:30]([O:34][C:35]2[CH:42]=[CH:41][C:38]([CH2:39][NH2:40])=[CH:37][CH:36]=2)[CH2:29]1. The catalyst is O1CCOCC1. The product is [Cl:1][C:2]1[CH:18]=[CH:17][C:5]2[CH2:6][CH2:7][N:8]([C:11](=[O:16])[C:12]([F:15])([F:14])[F:13])[CH2:9][CH2:10][C:4]=2[C:3]=1[NH:40][CH2:39][C:38]1[CH:41]=[CH:42][C:35]([O:34][CH:30]2[CH2:31][CH2:32][CH2:33][C:28]([CH3:43])([CH3:27])[CH2:29]2)=[CH:36][CH:37]=1. The yield is 0.500.